This data is from Full USPTO retrosynthesis dataset with 1.9M reactions from patents (1976-2016). The task is: Predict the reactants needed to synthesize the given product. (1) The reactants are: [F:1][C:2]1[CH:9]=[CH:8][C:5]([CH2:6][NH2:7])=[CH:4][CH:3]=1.[CH2:10]([O:12][C:13]([CH:15]1[CH2:19][CH2:18][CH2:17][C:16]1=O)=[O:14])[CH3:11].C(O)(=O)C. Given the product [CH2:10]([O:12][C:13]([C:15]1[CH2:19][CH2:18][CH2:17][C:16]=1[NH:7][CH2:6][C:5]1[CH:8]=[CH:9][C:2]([F:1])=[CH:3][CH:4]=1)=[O:14])[CH3:11], predict the reactants needed to synthesize it. (2) Given the product [NH:17]1[CH:21]=[C:20]([CH2:22][CH2:23][CH2:24][C:25]([NH:1][CH:2]2[CH2:3][CH:4]3[N:9]([C:10]([O:12][C:13]([CH3:16])([CH3:15])[CH3:14])=[O:11])[CH:7]([CH2:6][CH2:5]3)[CH2:8]2)=[O:26])[N:19]=[N:18]1, predict the reactants needed to synthesize it. The reactants are: [NH2:1][CH:2]1[CH2:8][CH:7]2[N:9]([C:10]([O:12][C:13]([CH3:16])([CH3:15])[CH3:14])=[O:11])[CH:4]([CH2:5][CH2:6]2)[CH2:3]1.[NH:17]1[CH:21]=[C:20]([CH2:22][CH2:23][CH2:24][C:25](O)=[O:26])[N:19]=[N:18]1.C(P1(=O)OP(CCC)(=O)OP(CCC)(=O)O1)CC. (3) Given the product [S:7]1[CH:8]=[CH:9][C:10]2[C:2]([C:17](=[O:22])[CH2:18][CH:19]3[CH2:21][CH2:20]3)=[CH:3][CH:4]=[CH:5][C:6]1=2, predict the reactants needed to synthesize it. The reactants are: Br[C:2]1[C:10]2[CH:9]=[CH:8][S:7][C:6]=2[CH:5]=[CH:4][CH:3]=1.[Mg].II.CON(C)[C:17](=[O:22])[CH2:18][CH:19]1[CH2:21][CH2:20]1. (4) Given the product [Cl:1][C:2]1[CH:3]=[C:4]([C:8]#[C:9][C:10]2[CH:14]3[CH2:15][CH2:16][N:17]([C:32]([NH:31][C:27]4[CH:28]=[N:29][CH:30]=[CH:25][CH:26]=4)=[O:33])[CH:13]3[O:12][N:11]=2)[CH:5]=[CH:6][CH:7]=1, predict the reactants needed to synthesize it. The reactants are: [Cl:1][C:2]1[CH:3]=[C:4]([C:8]#[C:9][C:10]2[NH:11][O:12][CH:13]3[NH:17][CH2:16][CH2:15][C:14]=23)[CH:5]=[CH:6][CH:7]=1.C(N(CC)CC)C.[CH:25]1[CH:30]=[N:29][CH:28]=[C:27]([N:31]=[C:32]=[O:33])[CH:26]=1.O.